The task is: Predict which catalyst facilitates the given reaction.. This data is from Catalyst prediction with 721,799 reactions and 888 catalyst types from USPTO. (1) Reactant: [Si]([O:8][C@H:9]([C:15]1[CH:20]=[CH:19][C:18]([C@H:21]2[CH2:25][CH2:24][C:23](=[O:26])[C@@H:22]2[CH2:27][CH2:28][CH2:29][CH2:30][CH2:31][CH2:32][C:33]([OH:35])=[O:34])=[CH:17][CH:16]=1)[CH2:10][CH2:11][CH2:12][CH2:13][CH3:14])(C(C)(C)C)(C)C.O. Product: [OH:8][C@H:9]([C:15]1[CH:20]=[CH:19][C:18]([C@H:21]2[CH2:25][CH2:24][C:23](=[O:26])[C@@H:22]2[CH2:27][CH2:28][CH2:29][CH2:30][CH2:31][CH2:32][C:33]([OH:35])=[O:34])=[CH:17][CH:16]=1)[CH2:10][CH2:11][CH2:12][CH2:13][CH3:14]. The catalyst class is: 295. (2) Product: [C:28]([O:32][C:33](=[O:39])[C:34]([CH3:38])([CH3:37])[CH2:35][NH:36][C:6]([C:8]1[N:9]=[C:10]([C:26]#[N:27])[C:11]2[C:16]([C:17]=1[OH:18])=[CH:15][CH:14]=[C:13]([O:19][CH:20]1[CH2:25][CH2:24][CH2:23][CH2:22][CH2:21]1)[CH:12]=2)=[O:7])([CH3:31])([CH3:29])[CH3:30]. Reactant: C(O[C:6]([C:8]1[N:9]=[C:10]([C:26]#[N:27])[C:11]2[C:16]([C:17]=1[OH:18])=[CH:15][CH:14]=[C:13]([O:19][CH:20]1[CH2:25][CH2:24][CH2:23][CH2:22][CH2:21]1)[CH:12]=2)=[O:7])CCC.[C:28]([O:32][C:33](=[O:39])[C:34]([CH3:38])([CH3:37])[CH2:35][NH2:36])([CH3:31])([CH3:30])[CH3:29].C(O)(=O)C. The catalyst class is: 8. (3) Reactant: CC1(C)C2C(=C(P(C3C=CC=CC=3)C3C=CC=CC=3)C=CC=2)OC2C(P(C3C=CC=CC=3)C3C=CC=CC=3)=CC=CC1=2.C([O-])([O-])=O.[Cs+].[Cs+].[CH:49]1([C:52]([F:64])([F:63])[C:53]2[CH:58]=[CH:57][N:56]=[C:55]([CH2:59][C:60]([NH2:62])=[O:61])[CH:54]=2)[CH2:51][CH2:50]1.[F:65][C@H:66]([CH2:77][CH2:78][C:79]1[N:80]=[N:81][C:82](I)=[CH:83][CH:84]=1)[CH2:67][N:68]1[CH:72]=[C:71]([C:73]([NH:75][CH3:76])=[O:74])[N:70]=[N:69]1. Product: [CH:49]1([C:52]([F:64])([F:63])[C:53]2[CH:58]=[CH:57][N:56]=[C:55]([CH2:59][C:60]([NH:62][C:82]3[N:81]=[N:80][C:79]([CH2:78][CH2:77][C@@H:66]([F:65])[CH2:67][N:68]4[CH:72]=[C:71]([C:73]([NH:75][CH3:76])=[O:74])[N:70]=[N:69]4)=[CH:84][CH:83]=3)=[O:61])[CH:54]=2)[CH2:51][CH2:50]1. The catalyst class is: 77.